From a dataset of Reaction yield outcomes from USPTO patents with 853,638 reactions. Predict the reaction yield, written as a fraction of the theoretical maximum amount of product (1.0 means a 100% yield; for example, 0.34 means a 34% yield). (1) The reactants are Cl.[NH2:2][OH:3].[OH-].[Na+].[C:6]1([P:12](Cl)([C:14]2[CH:19]=[CH:18][CH:17]=[CH:16][CH:15]=2)=[O:13])[CH:11]=[CH:10][CH:9]=[CH:8][CH:7]=1. The catalyst is O.O1CCOCC1. The product is [C:6]1([P:12]([O:3][NH2:2])([C:14]2[CH:19]=[CH:18][CH:17]=[CH:16][CH:15]=2)=[O:13])[CH:11]=[CH:10][CH:9]=[CH:8][CH:7]=1. The yield is 0.590. (2) The reactants are C(N(CC)CC)C.[C:8](Cl)(=[O:10])[CH3:9].[NH:12]1[CH2:17][CH2:16][CH2:15][CH2:14][CH:13]1[CH2:18][NH:19][C:20]1[CH:25]=[CH:24][N:23]=[C:22]([C:26]2[N:30]3[CH:31]=[C:32]([C:35]#[N:36])[CH:33]=[CH:34][C:29]3=[N:28][CH:27]=2)[N:21]=1. The catalyst is ClCCl. The product is [C:8]([N:12]1[CH2:17][CH2:16][CH2:15][CH2:14][CH:13]1[CH2:18][NH:19][C:20]1[CH:25]=[CH:24][N:23]=[C:22]([C:26]2[N:30]3[CH:31]=[C:32]([C:35]#[N:36])[CH:33]=[CH:34][C:29]3=[N:28][CH:27]=2)[N:21]=1)(=[O:10])[CH3:9]. The yield is 0.350.